Dataset: Forward reaction prediction with 1.9M reactions from USPTO patents (1976-2016). Task: Predict the product of the given reaction. (1) Given the reactants [C:1]1([C:7]([C:9]2[CH:10]=[N:11][C:12]3[C:17]([C:18]=2[C:19]2[CH:24]=[CH:23][CH:22]=[CH:21][CH:20]=2)=[CH:16][CH:15]=[CH:14][C:13]=3[C:25]([F:28])([F:27])[F:26])=O)[CH:6]=[CH:5][CH:4]=[CH:3][CH:2]=1.C(O)CO.O.NN.[OH-].[K+], predict the reaction product. The product is: [CH2:7]([C:9]1[CH:10]=[N:11][C:12]2[C:17]([C:18]=1[C:19]1[CH:20]=[CH:21][CH:22]=[CH:23][CH:24]=1)=[CH:16][CH:15]=[CH:14][C:13]=2[C:25]([F:28])([F:26])[F:27])[C:1]1[CH:2]=[CH:3][CH:4]=[CH:5][CH:6]=1. (2) Given the reactants [Cl:1][C:2]1[C:11]2[N:10]=[C:9]([NH:12][CH2:13][C:14]3[CH:19]=[CH:18][C:17]([O:20][CH3:21])=[CH:16][C:15]=3[O:22][CH3:23])[N:8]3[N:24]=[C:25]([CH2:27][CH:28](OC)[O:29]C)[N:26]=[C:7]3[C:6]=2[CH:5]=[CH:4][CH:3]=1.CC1C=CC(S(O)(=O)=O)=CC=1, predict the reaction product. The product is: [Cl:1][C:2]1[C:11]2[N:10]=[C:9]([NH:12][CH2:13][C:14]3[CH:19]=[CH:18][C:17]([O:20][CH3:21])=[CH:16][C:15]=3[O:22][CH3:23])[N:8]3[N:24]=[C:25]([CH2:27][CH:28]=[O:29])[N:26]=[C:7]3[C:6]=2[CH:5]=[CH:4][CH:3]=1. (3) Given the reactants C([Sn]([N:14]=[N+:15]=[N-:16])(CCCC)CCCC)CCC.[CH2:17]([NH:24][C:25](=[O:59])[CH:26]([C:33]1[CH:38]=[CH:37][C:36]([CH2:39][N:40]2[C:48]3[C:43](=[CH:44][CH:45]=[CH:46][CH:47]=3)[C:42]3[C:49]([CH3:58])=[C:50]([CH2:54][CH2:55][C:56]#[N:57])[C:51]([CH3:53])=[N:52][C:41]2=3)=[CH:35][CH:34]=1)[CH:27]1[CH2:32][CH2:31][O:30][CH2:29][CH2:28]1)[C:18]1[CH:23]=[CH:22][CH:21]=[CH:20][CH:19]=1.Cl.C(=O)(O)[O-].[Na+].C(O)(=O)CC(CC(O)=O)(C(O)=O)O, predict the reaction product. The product is: [CH2:17]([NH:24][C:25](=[O:59])[CH:26]([C:33]1[CH:34]=[CH:35][C:36]([CH2:39][N:40]2[C:48]3[C:43](=[CH:44][CH:45]=[CH:46][CH:47]=3)[C:42]3[C:49]([CH3:58])=[C:50]([CH2:54][CH2:55][C:56]4[NH:16][N:15]=[N:14][N:57]=4)[C:51]([CH3:53])=[N:52][C:41]2=3)=[CH:37][CH:38]=1)[CH:27]1[CH2:32][CH2:31][O:30][CH2:29][CH2:28]1)[C:18]1[CH:23]=[CH:22][CH:21]=[CH:20][CH:19]=1. (4) The product is: [NH2:1][C:2]1[CH:6]=[C:5]([C:7]2[CH:12]=[CH:11][C:10]([F:13])=[C:9]([F:14])[CH:8]=2)[S:4][C:3]=1[C:15]([NH:18][C:19]1([C:25]([O:27][CH3:28])=[O:26])[CH2:24][CH2:23][CH2:22][CH2:21][CH2:20]1)=[O:17]. Given the reactants [NH2:1][C:2]1[CH:6]=[C:5]([C:7]2[CH:12]=[CH:11][C:10]([F:13])=[C:9]([F:14])[CH:8]=2)[S:4][C:3]=1[C:15]([OH:17])=O.[NH2:18][C:19]1([C:25]([O:27][CH3:28])=[O:26])[CH2:24][CH2:23][CH2:22][CH2:21][CH2:20]1.C(N(CC)CC)C.CN(C(ON1N=NC2C=CC=NC1=2)=[N+](C)C)C.F[P-](F)(F)(F)(F)F, predict the reaction product. (5) Given the reactants [CH:1]1([NH:6][CH2:7][C:8]2[CH:17]=[C:16]3[C:11]([C@H:12]([N:18]4[CH:22]=[C:21]([CH2:23][C@@H:24]([NH:28][S:29]([C:32]5[CH:37]=[CH:36][C:35]([CH3:38])=[CH:34][CH:33]=5)(=[O:31])=[O:30])[C:25](O)=[O:26])[N:20]=[N:19]4)[CH2:13][CH2:14][O:15]3)=[CH:10][CH:9]=2)[CH2:5][CH2:4][CH2:3][CH2:2]1.C1C=[N:43]C2N(O)N=NC=2C=1.CCN(C(C)C)C(C)C.[NH4+].[Cl-].CCN=C=NCCCN(C)C, predict the reaction product. The product is: [CH:1]1([NH:6][CH2:7][C:8]2[CH:17]=[C:16]3[C:11]([C@H:12]([N:18]4[CH:22]=[C:21]([CH2:23][C@@H:24]([NH:28][S:29]([C:32]5[CH:37]=[CH:36][C:35]([CH3:38])=[CH:34][CH:33]=5)(=[O:30])=[O:31])[C:25]([NH2:43])=[O:26])[N:20]=[N:19]4)[CH2:13][CH2:14][O:15]3)=[CH:10][CH:9]=2)[CH2:5][CH2:4][CH2:3][CH2:2]1. (6) Given the reactants [OH-].[Na+:2].O.O.[Na+].[OH:6][C:7]1[CH:12]=[CH:11][C:10]([S:13]([O-:16])(=[O:15])=[O:14])=[CH:9][CH:8]=1.O.[CH2:18](Br)[C:19]1[CH:24]=[CH:23][CH:22]=[CH:21][CH:20]=1, predict the reaction product. The product is: [Na+:2].[CH2:18]([O:6][C:7]1[CH:12]=[CH:11][C:10]([S:13]([O-:16])(=[O:14])=[O:15])=[CH:9][CH:8]=1)[C:19]1[CH:24]=[CH:23][CH:22]=[CH:21][CH:20]=1.